Task: Predict the reaction yield, written as a fraction of the theoretical maximum amount of product (1.0 means a 100% yield; for example, 0.34 means a 34% yield).. Dataset: Reaction yield outcomes from USPTO patents with 853,638 reactions (1) The reactants are Br.[Br:2][CH2:3][CH2:4][O:5][NH2:6].[C:7](O[C:7]([O:9][C:10]([CH3:13])([CH3:12])[CH3:11])=[O:8])([O:9][C:10]([CH3:13])([CH3:12])[CH3:11])=[O:8].CCN(CC)CC. The catalyst is C(Cl)Cl.CCOC(C)=O. The product is [C:10]([O:9][C:7](=[O:8])[NH:6][O:5][CH2:4][CH2:3][Br:2])([CH3:13])([CH3:12])[CH3:11]. The yield is 0.750. (2) The reactants are [F:1][C:2]1[CH:20]=[CH:19][C:5]([CH2:6][NH:7][C@H:8]2[C@H:13]3[CH2:14][C@H:10]([CH2:11][CH2:12]3)[C@H:9]2[C:15](OC)=[O:16])=[CH:4][CH:3]=1.[CH3:21][S:22]([NH:25][C:26]1[CH:41]=[CH:40][C:29]2[NH:30][C:31]([CH2:36][C:37](O)=[O:38])=[CH:32][S:33](=[O:35])(=[O:34])[C:28]=2[CH:27]=1)(=[O:24])=[O:23].CN1CCOCC1.Cl.CN(C)CCCN=C=NCC.[O-]CC.[Na+]. The catalyst is CN(C)C=O.C(O)C. The product is [F:1][C:2]1[CH:20]=[CH:19][C:5]([CH2:6][N:7]2[C:37](=[O:38])[C:36]([C:31]3[NH:30][C:29]4[CH:40]=[CH:41][C:26]([NH:25][S:22]([CH3:21])(=[O:23])=[O:24])=[CH:27][C:28]=4[S:33](=[O:35])(=[O:34])[CH:32]=3)=[C:15]([OH:16])[C@H:9]3[C@@H:8]2[C@H:13]2[CH2:14][C@@H:10]3[CH2:11][CH2:12]2)=[CH:4][CH:3]=1. The yield is 0.0530. (3) The reactants are [OH:1][CH2:2][CH:3]=[C:4]([CH2:6][CH2:7][CH:8]=[C:9]([CH2:11][CH2:12][CH:13]=[C:14]([CH3:16])[CH3:15])[CH3:10])[CH3:5]. The catalyst is [Pd].C(O)C. The product is [CH3:16][CH:14]([CH2:13][CH2:12][CH2:11][CH:9]([CH2:8][CH2:7][CH2:6][CH:4]([CH2:3][CH2:2][OH:1])[CH3:5])[CH3:10])[CH3:15]. The yield is 0.930. (4) The reactants are C([O:8][C:9]1[N:10]=[N:11][C:12]([C:23]#[C:24][C:25]2[CH2:30][CH2:29][CH:28]([O:31][CH3:32])[CH2:27][CH:26]=2)=[CH:13][C:14]=1[O:15]CC1C=CC=CC=1)C1C=CC=CC=1. The catalyst is CO. The product is [OH:15][C:14]1[C:9](=[O:8])[NH:10][N:11]=[C:12]([CH2:23][CH2:24][CH:25]2[CH2:30][CH2:29][CH:28]([O:31][CH3:32])[CH2:27][CH2:26]2)[CH:13]=1. The yield is 0.260. (5) The reactants are Br[C:2]1[CH:3]=[C:4]([C:8]2[CH:13]=[CH:12][CH:11]=[CH:10][C:9]=2[O:14][CH3:15])[CH:5]=[CH:6][CH:7]=1.C([Li])CCC.[CH2:21]([O:28][C:29]1[C:34]([C:35]([CH3:38])([CH3:37])[CH3:36])=[CH:33][CH:32]=[CH:31][C:30]=1[C:39]([C:41]1[CH:46]=[CH:45][CH:44]=[CH:43][CH:42]=1)=[O:40])[C:22]1[CH:27]=[CH:26][CH:25]=[CH:24][CH:23]=1.[Cl-].[NH4+]. The catalyst is O1CCCC1. The product is [CH2:21]([O:28][C:29]1[C:34]([C:35]([CH3:38])([CH3:37])[CH3:36])=[CH:33][CH:32]=[CH:31][C:30]=1[C:39]([C:2]1[CH:3]=[C:4]([C:8]2[CH:13]=[CH:12][CH:11]=[CH:10][C:9]=2[O:14][CH3:15])[CH:5]=[CH:6][CH:7]=1)([C:41]1[CH:42]=[CH:43][CH:44]=[CH:45][CH:46]=1)[OH:40])[C:22]1[CH:23]=[CH:24][CH:25]=[CH:26][CH:27]=1. The yield is 0.600. (6) The reactants are CC1(C)[O:6][C@@H:5]([CH2:7][CH2:8][NH:9][C:10]([CH:12]2[CH:16]([C:17]3[CH:22]=[CH:21][CH:20]=[C:19]([Cl:23])[CH:18]=3)[C:15]([C:26]3[CH:31]=[CH:30][C:29]([Cl:32])=[CH:28][CH:27]=3)([C:24]#[N:25])[CH:14]([C:33]3[CH:38]=[CH:37][CH:36]=[C:35]([Cl:39])[CH:34]=3)[NH:13]2)=[O:11])[CH2:4][O:3]1.Cl. The catalyst is O1CCCC1. The product is [OH:6][C@H:5]([CH2:4][OH:3])[CH2:7][CH2:8][NH:9][C:10]([CH:12]1[CH:16]([C:17]2[CH:22]=[CH:21][CH:20]=[C:19]([Cl:23])[CH:18]=2)[C:15]([C:26]2[CH:31]=[CH:30][C:29]([Cl:32])=[CH:28][CH:27]=2)([C:24]#[N:25])[CH:14]([C:33]2[CH:38]=[CH:37][CH:36]=[C:35]([Cl:39])[CH:34]=2)[NH:13]1)=[O:11]. The yield is 0.890. (7) The reactants are [Cl:1][C:2]1[CH:3]=[C:4]([NH:11][C:12]2[CH:17]=[CH:16][CH:15]=[C:14]([N:18]3[CH2:22][CH2:21][CH2:20][CH:19]3[CH3:23])[N:13]=2)[C:5]2[N:6]([CH:8]=[CH:9][N:10]=2)[N:7]=1.[Cl:24][C:25]1[CH:30]=[CH:29][CH:28]=[CH:27][C:26]=1B(O)O.CC(C1C=C(C(C)C)C(C2C=CC=CC=2P(C2CCCCC2)C2CCCCC2)=C(C(C)C)C=1)C.C([O-])([O-])=O.[Na+].[Na+]. The catalyst is O1CCOCC1.O.C1C=CC(/C=C/C(/C=C/C2C=CC=CC=2)=O)=CC=1.C1C=CC(/C=C/C(/C=C/C2C=CC=CC=2)=O)=CC=1.C1C=CC(/C=C/C(/C=C/C2C=CC=CC=2)=O)=CC=1.[Pd].[Pd]. The product is [ClH:1].[Cl:24][C:25]1[CH:30]=[CH:29][CH:28]=[CH:27][C:26]=1[C:2]1[CH:3]=[C:4]([NH:11][C:12]2[CH:17]=[CH:16][CH:15]=[C:14]([N:18]3[CH2:22][CH2:21][CH2:20][CH:19]3[CH3:23])[N:13]=2)[C:5]2[N:6]([CH:8]=[CH:9][N:10]=2)[N:7]=1. The yield is 0.400. (8) The reactants are [F:1][C:2]1[CH:3]=[CH:4][C:5]([CH3:34])=[C:6]([CH:33]=1)[O:7][CH2:8][C:9]1[C:18]([C:19]2[CH:24]=[C:23]([N+:25]([O-])=O)[CH:22]=[CH:21][C:20]=2[O:28][CH3:29])=[CH:17][CH:16]=[C:15]2[C:10]=1[C:11]([CH3:32])=[CH:12][C:13]([CH3:31])([CH3:30])[NH:14]2.[OH-].[Na+].C(OCC)(=O)C. The catalyst is C(O)C.[Zn]. The product is [NH2:25][C:23]1[CH:22]=[CH:21][C:20]([O:28][CH3:29])=[C:19]([C:18]2[C:9]([CH2:8][O:7][C:6]3[CH:33]=[C:2]([F:1])[CH:3]=[CH:4][C:5]=3[CH3:34])=[C:10]3[C:15](=[CH:16][CH:17]=2)[NH:14][C:13]([CH3:31])([CH3:30])[CH:12]=[C:11]3[CH3:32])[CH:24]=1. The yield is 0.130.